Predict the reactants needed to synthesize the given product. From a dataset of Full USPTO retrosynthesis dataset with 1.9M reactions from patents (1976-2016). (1) Given the product [Cl:17][C:14]1[CH:15]=[CH:16][C:11]([N:8]2[CH2:9][CH2:10][N:5]([C:3](=[O:4])[CH2:2][N:20]3[CH2:25][CH2:24][NH:23][CH2:22][CH2:21]3)[CH2:6][CH2:7]2)=[CH:12][C:13]=1[O:18][CH3:19], predict the reactants needed to synthesize it. The reactants are: Cl[CH2:2][C:3]([N:5]1[CH2:10][CH2:9][N:8]([C:11]2[CH:16]=[CH:15][C:14]([Cl:17])=[C:13]([O:18][CH3:19])[CH:12]=2)[CH2:7][CH2:6]1)=[O:4].[NH:20]1[CH2:25][CH2:24][NH:23][CH2:22][CH2:21]1. (2) Given the product [NH2:19][CH:16]1[CH2:17][CH2:18][N:14]([C:12]2[CH:11]=[C:10]([CH:27]3[CH2:31][CH2:30][CH2:29][CH2:28]3)[N:9]=[C:8]([NH2:7])[N:13]=2)[CH2:15]1, predict the reactants needed to synthesize it. The reactants are: C(O)=O.C(O)=O.[NH2:7][C:8]1[N:13]=[C:12]([N:14]2[CH2:18][CH2:17][CH:16]([NH:19]C(=O)OC(C)(C)C)[CH2:15]2)[CH:11]=[C:10]([CH:27]2[CH2:31][CH2:30][CH2:29][CH2:28]2)[N:9]=1.C(O)(C(F)(F)F)=O. (3) Given the product [CH3:1][N:2]1[C:6]([C:7]([NH:9][C:10]2[CH:11]=[C:12]([C:16]#[C:17][C:18]3[CH:19]=[C:20]([C:24]([N:26]=[S@:27]([CH2:35][CH2:36][CH2:37][CH2:38][C:39]([OH:41])=[O:40])([C:29]4[CH:34]=[CH:33][CH:32]=[CH:31][CH:30]=4)=[O:28])=[O:25])[CH:21]=[N:22][CH:23]=3)[CH:13]=[CH:14][CH:15]=2)=[O:8])=[CH:5][C:4]([CH3:43])=[N:3]1, predict the reactants needed to synthesize it. The reactants are: [CH3:1][N:2]1[C:6]([C:7]([NH:9][C:10]2[CH:11]=[C:12]([C:16]#[C:17][C:18]3[CH:19]=[C:20]([C:24]([N:26]=[S@:27]([CH2:35][CH2:36][CH2:37][CH2:38][C:39]([O:41]C)=[O:40])([C:29]4[CH:34]=[CH:33][CH:32]=[CH:31][CH:30]=4)=[O:28])=[O:25])[CH:21]=[N:22][CH:23]=3)[CH:13]=[CH:14][CH:15]=2)=[O:8])=[CH:5][C:4]([CH3:43])=[N:3]1.[OH-].[Na+].Cl. (4) Given the product [Br:1][C:2]1[CH:21]=[CH:20][C:5]([CH2:6][C:7]2[N:8]([CH2:29][C:28]3[CH:31]=[CH:32][C:25]([N+:22]([O-:24])=[O:23])=[CH:26][CH:27]=3)[CH:9]=[C:10]([C:12]3[CH:17]=[CH:16][C:15]([Cl:18])=[CH:14][C:13]=3[Cl:19])[N:11]=2)=[CH:4][CH:3]=1, predict the reactants needed to synthesize it. The reactants are: [Br:1][C:2]1[CH:21]=[CH:20][C:5]([CH2:6][C:7]2[NH:8][CH:9]=[C:10]([C:12]3[CH:17]=[CH:16][C:15]([Cl:18])=[CH:14][C:13]=3[Cl:19])[N:11]=2)=[CH:4][CH:3]=1.[N+:22]([C:25]1[CH:32]=[CH:31][C:28]([CH2:29]Br)=[CH:27][CH:26]=1)([O-:24])=[O:23].